From a dataset of Catalyst prediction with 721,799 reactions and 888 catalyst types from USPTO. Predict which catalyst facilitates the given reaction. (1) Reactant: [CH2:1]([C:7]1[C:15]2[C:10](=[CH:11][CH:12]=[CH:13][CH:14]=2)[NH:9][CH:8]=1)[CH2:2][CH2:3][CH2:4][CH2:5][CH3:6].[OH-].[K+].I[CH3:19].[Cl-].[NH4+]. Product: [CH2:1]([C:7]1[C:15]2[C:10](=[CH:11][CH:12]=[CH:13][CH:14]=2)[N:9]([CH3:19])[CH:8]=1)[CH2:2][CH2:3][CH2:4][CH2:5][CH3:6]. The catalyst class is: 148. (2) Reactant: [CH2:1]([N:8]1[CH2:12][C@H:11]([C:13]2[CH:18]=[CH:17][C:16]([Cl:19])=[C:15]([Cl:20])[CH:14]=2)[C@H:10]([C:21]([OH:23])=[O:22])[CH2:9]1)[C:2]1[CH:7]=[CH:6][CH:5]=[CH:4][CH:3]=1.S(=O)(=O)(O)O.Cl[CH2:30]Cl.C(=O)([O-])[O-].[Na+].[Na+]. Product: [CH3:30][O:22][C:21]([C@H:10]1[C@@H:11]([C:13]2[CH:18]=[CH:17][C:16]([Cl:19])=[C:15]([Cl:20])[CH:14]=2)[CH2:12][N:8]([CH2:1][C:2]2[CH:7]=[CH:6][CH:5]=[CH:4][CH:3]=2)[CH2:9]1)=[O:23]. The catalyst class is: 5. (3) Reactant: [O:1]=[C:2]1[C:11]2[C:6](=[CH:7][CH:8]=[CH:9][CH:10]=2)[NH:5][CH:4]=[C:3]1[C:12]([O:14][CH2:15][CH3:16])=[O:13].[CH3:17][O:18][C:19]1[CH:26]=[CH:25][C:22]([CH2:23]Cl)=[CH:21][CH:20]=1.O. Product: [CH3:17][O:18][C:19]1[CH:26]=[CH:25][C:22]([CH2:23][N:5]2[C:6]3[C:11](=[CH:10][CH:9]=[CH:8][CH:7]=3)[C:2](=[O:1])[C:3]([C:12]([O:14][CH2:15][CH3:16])=[O:13])=[CH:4]2)=[CH:21][CH:20]=1. The catalyst class is: 9. (4) Product: [NH2:18][C:11]1[C:12]([F:17])=[CH:13][C:14]([F:16])=[CH:15][C:10]=1[C:9]([NH:8][C:4]1[CH:5]=[CH:6][CH:7]=[C:2]([Br:1])[C:3]=1[CH3:22])=[O:21]. Reactant: [Br:1][C:2]1[C:3]([CH3:22])=[C:4]([NH:8][C:9](=[O:21])[C:10]2[CH:15]=[C:14]([F:16])[CH:13]=[C:12]([F:17])[C:11]=2[N+:18]([O-])=O)[CH:5]=[CH:6][CH:7]=1.[NH4+].[Cl-]. The catalyst class is: 284. (5) Reactant: [NH2:1][C:2]1[CH:3]=[CH:4][C:5]([C:16]([CH3:20])([CH3:19])[C:17]#[N:18])=[C:6]([C:8]2[CH:13]=[CH:12][C:11]([O:14][CH3:15])=[CH:10][CH:9]=2)[CH:7]=1.[CH3:21][O:22][C:23]1[CH:24]=[C:25]([CH:29]=[CH:30][C:31]=1[O:32][CH3:33])[C:26](Cl)=[O:27].C(N(CC)CC)C. Product: [C:17]([C:16]([CH3:20])([CH3:19])[C:5]1[C:6]([C:8]2[CH:13]=[CH:12][C:11]([O:14][CH3:15])=[CH:10][CH:9]=2)=[CH:7][C:2]([NH:1][C:26](=[O:27])[C:25]2[CH:29]=[CH:30][C:31]([O:32][CH3:33])=[C:23]([O:22][CH3:21])[CH:24]=2)=[CH:3][CH:4]=1)#[N:18]. The catalyst class is: 2. (6) Reactant: Br[C:2]1[CH:3]=[C:4]2[C:8](=[C:9]([C:11]([NH2:13])=[O:12])[CH:10]=1)[NH:7][CH:6]=[C:5]2[CH:14]1[CH2:19][CH2:18][N:17]([S:20]([CH2:23][CH3:24])(=[O:22])=[O:21])[CH2:16][CH2:15]1.O1CCOCC1.C(=O)([O-])[O-].[K+].[K+].[CH3:37][N:38]([CH3:48])[C:39]1[CH:44]=[CH:43][C:42](B(O)O)=[CH:41][CH:40]=1. Product: [CH3:37][N:38]([CH3:48])[C:39]1[CH:44]=[CH:43][C:42]([C:2]2[CH:3]=[C:4]3[C:8](=[C:9]([C:11]([NH2:13])=[O:12])[CH:10]=2)[NH:7][CH:6]=[C:5]3[CH:14]2[CH2:15][CH2:16][N:17]([S:20]([CH2:23][CH3:24])(=[O:22])=[O:21])[CH2:18][CH2:19]2)=[CH:41][CH:40]=1. The catalyst class is: 6. (7) Reactant: [CH3:1][C:2]([C:6]1[CH:7]=[C:8]([C:13]2[N:18]=[CH:17][C:16]([CH:19]=O)=[CH:15][CH:14]=2)[CH:9]=[CH:10][C:11]=1[OH:12])([CH3:5])[CH2:3][CH3:4].N1CCCCC1.C(O)(=O)C.[S:31]1[CH2:35][C:34](=[O:36])[NH:33][C:32]1=[O:37]. Product: [CH3:5][C:2]([C:6]1[CH:7]=[C:8]([C:13]2[N:18]=[CH:17][C:16]([CH:19]=[C:35]3[S:31][C:32](=[O:37])[NH:33][C:34]3=[O:36])=[CH:15][CH:14]=2)[CH:9]=[CH:10][C:11]=1[OH:12])([CH3:1])[CH2:3][CH3:4]. The catalyst class is: 11.